Dataset: Reaction yield outcomes from USPTO patents with 853,638 reactions. Task: Predict the reaction yield, written as a fraction of the theoretical maximum amount of product (1.0 means a 100% yield; for example, 0.34 means a 34% yield). (1) The reactants are C(Cl)(=O)C(Cl)=O.CS(C)=O.[Cl:11][C:12]1[CH:31]=[C:30]([Cl:32])[CH:29]=[CH:28][C:13]=1[CH2:14][N:15]1[C:19]([CH2:20][OH:21])=[CH:18][C:17]([C:22]2[CH:27]=[CH:26][CH:25]=[CH:24][CH:23]=2)=[N:16]1.C(N(CC)CC)C. The catalyst is ClCCl. The product is [Cl:11][C:12]1[CH:31]=[C:30]([Cl:32])[CH:29]=[CH:28][C:13]=1[CH2:14][N:15]1[C:19]([CH:20]=[O:21])=[CH:18][C:17]([C:22]2[CH:27]=[CH:26][CH:25]=[CH:24][CH:23]=2)=[N:16]1. The yield is 0.670. (2) The reactants are O=[C:2]([C:6]1[CH:7]=[N:8][CH:9]=[CH:10][CH:11]=1)[CH2:3][C:4]#[N:5].[CH3:12][NH:13][NH2:14]. The catalyst is C(O)C. The product is [CH3:12][N:13]1[C:2]([C:6]2[CH:7]=[N:8][CH:9]=[CH:10][CH:11]=2)=[CH:3][C:4]([NH2:5])=[N:14]1. The yield is 0.0614.